The task is: Predict the product of the given reaction.. This data is from Forward reaction prediction with 1.9M reactions from USPTO patents (1976-2016). (1) Given the reactants [C:1]([O:5][C:6](=[O:33])[NH:7][CH:8]([C:28]1[NH:29][CH:30]=[CH:31][N:32]=1)[CH2:9][C:10]1[CH:18]=[C:17]([CH3:19])[C:16]2[C:12](=[CH:13][N:14]([CH2:20][O:21][CH2:22][CH2:23][Si:24]([CH3:27])([CH3:26])[CH3:25])[N:15]=2)[CH:11]=1)([CH3:4])([CH3:3])[CH3:2].C(=O)([O-])[O-].[K+].[K+].[CH3:40][N:41]([CH3:44])C=O, predict the reaction product. The product is: [CH3:19][C:17]1[C:16]2[C:12](=[CH:13][N:14]([CH2:20][O:21][CH2:22][CH2:23][Si:24]([CH3:25])([CH3:27])[CH3:26])[N:15]=2)[CH:11]=[C:10]([CH2:9][CH:8]([NH:7][C:6](=[O:33])[O:5][C:1]([CH3:4])([CH3:2])[CH3:3])[C:28]2[N:29]([CH2:4][C:1]3[CH:3]=[CH:44][N:41]=[CH:40][CH:2]=3)[CH:30]=[CH:31][N:32]=2)[CH:18]=1. (2) The product is: [N:35]1([CH2:34][CH2:33][CH2:32][NH:31][C:14]([C:7]2([CH3:17])[CH2:6][CH2:5][C:4]3[C:9](=[C:10]([CH3:13])[C:11]([CH3:12])=[C:2]([OH:1])[C:3]=3[CH3:18])[O:8]2)=[O:16])[CH:39]=[CH:38][N:37]=[CH:36]1. Given the reactants [OH:1][C:2]1[C:3]([CH3:18])=[C:4]2[C:9](=[C:10]([CH3:13])[C:11]=1[CH3:12])[O:8][C:7]([CH3:17])([C:14]([OH:16])=O)[CH2:6][CH2:5]2.C1N=CN(C(N2C=NC=C2)=O)C=1.[NH2:31][CH2:32][CH2:33][CH2:34][N:35]1[CH:39]=[CH:38][N:37]=[CH:36]1, predict the reaction product. (3) Given the reactants [OH-].[Na+].[NH2:3][C:4]1[CH:9]=[CH:8][C:7]([C:10](=[O:12])[CH3:11])=[CH:6][CH:5]=1.[N:13]1[CH:18]=[CH:17][CH:16]=[CH:15][C:14]=1[CH:19]=O.Cl, predict the reaction product. The product is: [NH2:3][C:4]1[CH:9]=[CH:8][C:7]([C:10](=[O:12])/[CH:11]=[CH:19]/[C:14]2[CH:15]=[CH:16][CH:17]=[CH:18][N:13]=2)=[CH:6][CH:5]=1.